From a dataset of Forward reaction prediction with 1.9M reactions from USPTO patents (1976-2016). Predict the product of the given reaction. (1) The product is: [C:35]([O:39][C:40](=[O:41])[NH:42][CH2:43][CH2:44][C:45](=[O:46])[NH:1][C:2]1[CH:26]=[C:25]([Cl:27])[CH:24]=[CH:23][C:3]=1[O:4][CH2:5][C:6]([N:8]1[CH2:13][CH2:12][N:11]([CH2:14][C:15]2[CH:20]=[CH:19][C:18]([F:21])=[CH:17][CH:16]=2)[CH2:10][CH:9]1[CH3:22])=[O:7])([CH3:38])([CH3:36])[CH3:37]. Given the reactants [NH2:1][C:2]1[CH:26]=[C:25]([Cl:27])[CH:24]=[CH:23][C:3]=1[O:4][CH2:5][C:6]([N:8]1[CH2:13][CH2:12][N:11]([CH2:14][C:15]2[CH:20]=[CH:19][C:18]([F:21])=[CH:17][CH:16]=2)[CH2:10][CH:9]1[CH3:22])=[O:7].CN1CCOCC1.[C:35]([O:39][C:40]([NH:42][CH2:43][CH2:44][C:45](O)=[O:46])=[O:41])([CH3:38])([CH3:37])[CH3:36].F[P-](F)(F)(F)(F)F.N1(OC(N(C)C)=[N+](C)C)C2C=CC=CC=2N=N1, predict the reaction product. (2) Given the reactants [CH2:1]([N:8]1[C:16]2[C:11](=[CH:12][C:13]([C:17]3[CH:22]=[CH:21][C:20]([O:23][C:24]([F:27])([F:26])[F:25])=[CH:19][CH:18]=3)=[CH:14][CH:15]=2)[CH:10]=[CH:9]1)[C:2]1[CH:7]=[CH:6][CH:5]=[CH:4][CH:3]=1.[C:28](Cl)(=[O:32])[C:29](Cl)=[O:30].[CH2:34]([OH:36])[CH3:35], predict the reaction product. The product is: [CH2:1]([N:8]1[C:16]2[C:11](=[CH:12][C:13]([C:17]3[CH:22]=[CH:21][C:20]([O:23][C:24]([F:27])([F:25])[F:26])=[CH:19][CH:18]=3)=[CH:14][CH:15]=2)[C:10]([C:28](=[O:32])[C:29]([O:36][CH2:34][CH3:35])=[O:30])=[CH:9]1)[C:2]1[CH:3]=[CH:4][CH:5]=[CH:6][CH:7]=1. (3) The product is: [CH2:11]([O:8][C:5]1[CH:6]=[CH:7][C:2]([Br:1])=[N:3][CH:4]=1)[C:12]1[CH:17]=[CH:16][CH:15]=[CH:14][CH:13]=1. Given the reactants [Br:1][C:2]1[CH:7]=[CH:6][C:5]([OH:8])=[CH:4][N:3]=1.[H-].[Na+].[CH2:11](Br)[C:12]1[CH:17]=[CH:16][CH:15]=[CH:14][CH:13]=1, predict the reaction product. (4) Given the reactants [C:1]([C:4]1[CH:5]=[C:6]([NH:16][C:17](=[O:22])[C:18]([F:21])([F:20])[F:19])[CH:7]=[C:8]([S:10]([F:15])([F:14])([F:13])([F:12])[F:11])[CH:9]=1)(=[O:3])[CH3:2].[Br:23]Br, predict the reaction product. The product is: [Br:23][CH2:2][C:1]([C:4]1[CH:5]=[C:6]([NH:16][C:17](=[O:22])[C:18]([F:21])([F:19])[F:20])[CH:7]=[C:8]([S:10]([F:14])([F:15])([F:13])([F:12])[F:11])[CH:9]=1)=[O:3]. (5) The product is: [Br:1][CH2:4][C:3]([C:6]1[CH:11]=[CH:10][C:9]([NH:12][C:13](=[O:15])[CH3:14])=[CH:8][CH:7]=1)=[O:5]. Given the reactants [Br:1]Br.[C:3]([C:6]1[CH:11]=[CH:10][C:9]([NH:12][C:13](=[O:15])[CH3:14])=[CH:8][CH:7]=1)(=[O:5])[CH3:4].C(O)(=O)C, predict the reaction product.